This data is from Reaction yield outcomes from USPTO patents with 853,638 reactions. The task is: Predict the reaction yield, written as a fraction of the theoretical maximum amount of product (1.0 means a 100% yield; for example, 0.34 means a 34% yield). (1) The reactants are CO[C:3](=[O:17])[C:4]([C:6]1[CH:7]=[C:8]([CH3:16])[CH:9]=[C:10]2[C:14]=1[N:13]([CH3:15])[CH:12]=[CH:11]2)=[O:5].[F:18][C:19]1[CH:27]=[C:26]2[C:22]([C:23]([CH2:28][C:29]([NH2:31])=[O:30])=[CH:24][NH:25]2)=[CH:21][CH:20]=1.CC(C)([O-])C.[K+].C1COCC1.Cl. The product is [CH3:15][N:13]1[C:14]2[C:10](=[CH:9][C:8]([CH3:16])=[CH:7][C:6]=2[C:4](=[O:5])[C:3]([NH:31][C:29](=[O:30])[CH2:28][C:23]2[C:22]3[C:26](=[CH:27][C:19]([F:18])=[CH:20][CH:21]=3)[NH:25][CH:24]=2)=[O:17])[CH:11]=[CH:12]1. The catalyst is CN(C=O)C. The yield is 0.230. (2) The reactants are C([O:8][C:9]([C:18]1[N:23]=[CH:22][C:21]([N:24]2[CH2:29][CH2:28][N:27]([C:30](=[O:49])[CH2:31][N:32]3[C:36](=[O:37])[C:35]([C:39]4[CH:40]=[CH:41][C:42]5[O:46][CH2:45][CH2:44][C:43]=5[CH:47]=4)([CH3:38])[NH:34][C:33]3=[O:48])[CH2:26][CH2:25]2)=[C:20]([CH2:50][CH2:51][CH3:52])[CH:19]=1)([C:14]([F:17])([F:16])[F:15])[C:10]([F:13])([F:12])[F:11])C1C=CC=CC=1. The catalyst is CO.[C].[Pd]. The product is [O:46]1[C:42]2[CH:41]=[CH:40][C:39]([C:35]3([CH3:38])[NH:34][C:33](=[O:48])[N:32]([CH2:31][C:30]([N:27]4[CH2:26][CH2:25][N:24]([C:21]5[CH:22]=[N:23][C:18]([C:9]([OH:8])([C:14]([F:15])([F:16])[F:17])[C:10]([F:11])([F:12])[F:13])=[CH:19][C:20]=5[CH2:50][CH2:51][CH3:52])[CH2:29][CH2:28]4)=[O:49])[C:36]3=[O:37])=[CH:47][C:43]=2[CH2:44][CH2:45]1. The yield is 0.800.